This data is from Peptide-MHC class I binding affinity with 185,985 pairs from IEDB/IMGT. The task is: Regression. Given a peptide amino acid sequence and an MHC pseudo amino acid sequence, predict their binding affinity value. This is MHC class I binding data. (1) The peptide sequence is VVCNAAML. The MHC is H-2-Db with pseudo-sequence H-2-Db. The binding affinity (normalized) is 0.00964. (2) The MHC is HLA-A31:01 with pseudo-sequence HLA-A31:01. The binding affinity (normalized) is 0.941. The peptide sequence is GLYRLNFRR. (3) The peptide sequence is LEGLADAIW. The MHC is HLA-B39:01 with pseudo-sequence HLA-B39:01. The binding affinity (normalized) is 0.0847. (4) The peptide sequence is HIYTFWRL. The MHC is H-2-Kb with pseudo-sequence H-2-Kb. The binding affinity (normalized) is 1.00. (5) The peptide sequence is LSTTRFQSM. The MHC is HLA-B15:03 with pseudo-sequence HLA-B15:03. The binding affinity (normalized) is 0.277. (6) The peptide sequence is TVSALVYDNK. The MHC is HLA-A33:01 with pseudo-sequence HLA-A33:01. The binding affinity (normalized) is 0.151. (7) The peptide sequence is HPEATYTKC. The MHC is HLA-B35:01 with pseudo-sequence HLA-B35:01. The binding affinity (normalized) is 0.216. (8) The peptide sequence is FLGTSISGV. The MHC is HLA-A02:01 with pseudo-sequence HLA-A02:01. The binding affinity (normalized) is 0.909. (9) The peptide sequence is VLQAGFFLLT. The MHC is HLA-A02:06 with pseudo-sequence HLA-A02:06. The binding affinity (normalized) is 0.673. (10) The peptide sequence is EIDVLPFDI. The MHC is HLA-A02:06 with pseudo-sequence HLA-A02:06. The binding affinity (normalized) is 0.226.